The task is: Predict which catalyst facilitates the given reaction.. This data is from Catalyst prediction with 721,799 reactions and 888 catalyst types from USPTO. (1) Reactant: I[C:2]1[N:3]=[CH:4][N:5]([CH3:7])[CH:6]=1.CC[Mg+].[Br-].[Sn:12](Cl)([CH2:21][CH2:22][CH2:23][CH3:24])([CH2:17][CH2:18][CH2:19][CH3:20])[CH2:13][CH2:14][CH2:15][CH3:16]. Product: [CH2:21]([Sn:12]([CH2:13][CH2:14][CH2:15][CH3:16])([CH2:17][CH2:18][CH2:19][CH3:20])[C:2]1[N:3]=[CH:4][N:5]([CH3:7])[CH:6]=1)[CH2:22][CH2:23][CH3:24]. The catalyst class is: 2. (2) Reactant: Cl.[NH2:2][C@@H:3]([CH2:33][C:34]1[N:35]=[CH:36][S:37][CH:38]=1)[C:4]([N:6]1[CH2:11][CH2:10][CH:9]([N:12]2[N:21]=[C:20]([C:22]3[CH:27]=[CH:26][C:25]([O:28][CH3:29])=[C:24]([O:30][CH3:31])[CH:23]=3)[C@@H:19]3[C@@H:14]([CH2:15][CH2:16][CH2:17][CH2:18]3)[C:13]2=[O:32])[CH2:8][CH2:7]1)=[O:5].[CH:39]1([CH2:42][O:43][C:44]2[CH:52]=[CH:51][C:47]3[O:48][CH2:49][O:50][C:46]=3[C:45]=2[C:53]2[C:54]3[NH:61][CH:60]=[C:59]([C:62](O)=[O:63])[C:55]=3[N:56]=[CH:57][N:58]=2)[CH2:41][CH2:40]1.CN(C(ON1N=NC2C=CC=NC1=2)=[N+](C)C)C.F[P-](F)(F)(F)(F)F.CCN(C(C)C)C(C)C. Product: [CH:39]1([CH2:42][O:43][C:44]2[CH:52]=[CH:51][C:47]3[O:48][CH2:49][O:50][C:46]=3[C:45]=2[C:53]2[C:54]3[NH:61][CH:60]=[C:59]([C:62]([NH:2][C@@H:3]([CH2:33][C:34]4[N:35]=[CH:36][S:37][CH:38]=4)[C:4]([N:6]4[CH2:7][CH2:8][CH:9]([N:12]5[N:21]=[C:20]([C:22]6[CH:27]=[CH:26][C:25]([O:28][CH3:29])=[C:24]([O:30][CH3:31])[CH:23]=6)[C@@H:19]6[C@@H:14]([CH2:15][CH2:16][CH2:17][CH2:18]6)[C:13]5=[O:32])[CH2:10][CH2:11]4)=[O:5])=[O:63])[C:55]=3[N:56]=[CH:57][N:58]=2)[CH2:40][CH2:41]1. The catalyst class is: 2.